Predict the product of the given reaction. From a dataset of Forward reaction prediction with 1.9M reactions from USPTO patents (1976-2016). (1) The product is: [CH3:42][C:43]1[S:44][CH:45]=[C:46]([C:48]([NH:1][C:2]2[CH:10]=[C:9]([C:11]3[CH:16]=[N:15][CH:14]=[C:13]([NH:17][S:18]([C:21]4[CH:26]=[CH:25][CH:24]=[CH:23][CH:22]=4)(=[O:20])=[O:19])[CH:12]=3)[CH:8]=[C:7]3[C:3]=2[CH:4]=[N:5][NH:6]3)=[O:49])[N:47]=1. Given the reactants [NH2:1][C:2]1[CH:10]=[C:9]([C:11]2[CH:12]=[C:13]([NH:17][S:18]([C:21]3[CH:26]=[CH:25][CH:24]=[CH:23][CH:22]=3)(=[O:20])=[O:19])[CH:14]=[N:15][CH:16]=2)[CH:8]=[C:7]2[C:3]=1[CH:4]=[N:5][N:6]2S(C1C=CC=CC=1)(=O)=O.N1C=CC=CC=1.[CH3:42][C:43]1[S:44][CH:45]=[C:46]([C:48](Cl)=[O:49])[N:47]=1, predict the reaction product. (2) Given the reactants B1(C)OC(C2C=CC=CC=2)(C2C=CC=CC=2)[C@@H]2N1CCC2.B.CSC.[O:26]=[C:27]1[CH2:36][CH2:35][CH2:34][C:33]2[CH:32]=[C:31]([O:37][S:38]([C:41]([F:44])([F:43])[F:42])(=[O:40])=[O:39])[CH:30]=[CH:29][C:28]1=2, predict the reaction product. The product is: [OH:26][CH:27]1[CH2:36][CH2:35][CH2:34][C:33]2[CH:32]=[C:31]([O:37][S:38]([C:41]([F:44])([F:42])[F:43])(=[O:40])=[O:39])[CH:30]=[CH:29][C:28]1=2. (3) Given the reactants Br[C:2]1[CH:7]=[CH:6][C:5]([C:8]2[N:9]=[C:10]([NH:13][C:14]3[CH:19]=[CH:18][CH:17]=[C:16]([F:20])[CH:15]=3)[S:11][CH:12]=2)=[CH:4][CH:3]=1.CC(C)(C[C:27](=O)[C:28]1[CH:33]=[CH:32][C:31](B2OC(C)(C)C(C)(C)O2)=[CH:30][CH:29]=1)C(O)=O.[C:45](=[O:48])([O-])[O-:46].[Na+].[Na+], predict the reaction product. The product is: [F:20][C:16]1[CH:15]=[C:14]([NH:13][C:10]2[S:11][CH:12]=[C:8]([C:5]3[CH:6]=[CH:7][C:2]([CH:31]4[CH2:32][CH2:33][CH:28]([CH2:27][C:45]([OH:46])=[O:48])[CH2:29][CH2:30]4)=[CH:3][CH:4]=3)[N:9]=2)[CH:19]=[CH:18][CH:17]=1. (4) Given the reactants [Cl:1][C:2]1[C:7]([N:8]2[CH2:13][CH2:12][NH:11][CH2:10][CH2:9]2)=[CH:6][C:5]([NH:14][C:15](=[O:25])[C:16]2[CH:21]=[CH:20][C:19]([N:22]([CH3:24])[CH3:23])=[CH:18][CH:17]=2)=[C:4]([N+:26]([O-:28])=[O:27])[CH:3]=1.C(O)(C(F)(F)F)=O.[CH3:36][O:37][C:38]1[CH:43]=[CH:42][CH:41]=[CH:40][C:39]=1[C:44]1[C:48]([C:49](O)=[O:50])=[C:47]([CH3:52])[NH:46][N:45]=1.CN(C(ON1N=NC2C=CC=NC1=2)=[N+](C)C)C.F[P-](F)(F)(F)(F)F.CCN(C(C)C)C(C)C, predict the reaction product. The product is: [Cl:1][C:2]1[C:7]([N:8]2[CH2:13][CH2:12][N:11]([C:49]([C:48]3[C:44]([C:39]4[CH:40]=[CH:41][CH:42]=[CH:43][C:38]=4[O:37][CH3:36])=[N:45][NH:46][C:47]=3[CH3:52])=[O:50])[CH2:10][CH2:9]2)=[CH:6][C:5]([NH:14][C:15](=[O:25])[C:16]2[CH:17]=[CH:18][C:19]([N:22]([CH3:23])[CH3:24])=[CH:20][CH:21]=2)=[C:4]([N+:26]([O-:28])=[O:27])[CH:3]=1. (5) Given the reactants [C:1]([O:4][C@@H:5]1[C@H:9]([O:10][C:11](=[O:13])[CH3:12])[C@@H:8]([CH2:14][O:15][C:16](=[O:18])[CH3:17])[O:7][C@H:6]1[N:19]1[C:48]2[N:47]=[C:26]([NH:27]C(C3C=CC=CC=3)(C3C=CC=CC=3)C3C=CC=CC=3)[NH:25][C:23](=O)[C:22]=2[N:21]=[CH:20]1)(=[O:3])[CH3:2].II.[CH:51]1[CH:56]=[CH:55][C:54]([P:57]([C:64]2[CH:69]=[CH:68][CH:67]=[CH:66][CH:65]=2)[C:58]2[CH:63]=[CH:62][CH:61]=[CH:60][CH:59]=2)=[CH:53][CH:52]=1.[CH2:70]([C:73]1[NH:74][CH:75]=[CH:76][N:77]=1)[CH2:71][CH3:72].CCN(C(C)C)C(C)C, predict the reaction product. The product is: [C:1]([O:4][C@@H:5]1[C@H:9]([O:10][C:11](=[O:13])[CH3:12])[C@@H:8]([CH2:14][O:15][C:16](=[O:18])[CH3:17])[O:7][C@H:6]1[N:19]1[CH:20]=[N:21][C:22]2[C:48]1=[N:47][C:26]([NH2:27])=[N:25][C:23]=2[N:74]1[CH:75]=[CH:76][N:77]=[C:73]1[CH2:70][CH2:71][CH3:72])(=[O:3])[CH3:2].[P:57]([C:54]1[CH:53]=[CH:52][CH:51]=[CH:56][CH:55]=1)([C:64]1[CH:69]=[CH:68][CH:67]=[CH:66][CH:65]=1)([C:58]1[CH:63]=[CH:62][CH:61]=[CH:60][CH:59]=1)=[O:3]. (6) Given the reactants P(Cl)(Cl)(OP(Cl)(Cl)=O)=O.[N+:10]([C:13]1[CH:21]=[CH:20][CH:19]=[C:18]2[C:14]=1[CH:15]=[CH:16][NH:17]2)([O-:12])=[O:11].N1([C:28](=[O:34])[C:29]([O:31][CH2:32][CH3:33])=[O:30])CCCCC1, predict the reaction product. The product is: [N+:10]([C:13]1[CH:21]=[CH:20][CH:19]=[C:18]2[C:14]=1[C:15]([C:28](=[O:34])[C:29]([O:31][CH2:32][CH3:33])=[O:30])=[CH:16][NH:17]2)([O-:12])=[O:11]. (7) Given the reactants Cl[C:2]1[C:11]2=[N:12][N:13](CC3C=CC(OC)=CC=3)[CH:14]=[C:10]2[C:9]2[CH:8]=[CH:7][CH:6]=[CH:5][C:4]=2[N:3]=1.[NH:24]1[C:28]2[CH:29]=[CH:30][C:31]([NH2:33])=[CH:32][C:27]=2[N:26]=[CH:25]1.Cl, predict the reaction product. The product is: [NH:24]1[C:28]2[CH:29]=[CH:30][C:31]([NH:33][C:2]3[C:11]4=[N:12][NH:13][CH:14]=[C:10]4[C:9]4[CH:8]=[CH:7][CH:6]=[CH:5][C:4]=4[N:3]=3)=[CH:32][C:27]=2[N:26]=[CH:25]1. (8) Given the reactants [O:1]=[C:2]1[C:7]([C:14]2[CH:19]=[CH:18][CH:17]=[CH:16][CH:15]=2)([C:8]2[CH:13]=[CH:12][CH:11]=[CH:10][CH:9]=2)[CH2:6][CH2:5][CH2:4][N:3]1[CH2:20][C:21](O)=[O:22].[CH:24]([N:37]1[CH2:42][CH2:41][CH:40]([NH2:43])[CH2:39][CH2:38]1)([C:31]1[CH:36]=[CH:35][CH:34]=[CH:33][CH:32]=1)[C:25]1[CH:30]=[CH:29][CH:28]=[CH:27][CH:26]=1, predict the reaction product. The product is: [CH:24]([N:37]1[CH2:42][CH2:41][CH:40]([NH:43][C:21](=[O:22])[CH2:20][N:3]2[CH2:4][CH2:5][CH2:6][C:7]([C:8]3[CH:9]=[CH:10][CH:11]=[CH:12][CH:13]=3)([C:14]3[CH:15]=[CH:16][CH:17]=[CH:18][CH:19]=3)[C:2]2=[O:1])[CH2:39][CH2:38]1)([C:31]1[CH:36]=[CH:35][CH:34]=[CH:33][CH:32]=1)[C:25]1[CH:26]=[CH:27][CH:28]=[CH:29][CH:30]=1.